This data is from Reaction yield outcomes from USPTO patents with 853,638 reactions. The task is: Predict the reaction yield, written as a fraction of the theoretical maximum amount of product (1.0 means a 100% yield; for example, 0.34 means a 34% yield). (1) The catalyst is CO. The reactants are C(OC(=O)[NH:7][C:8]1[CH:13]=[CH:12][CH:11]=[CH:10][C:9]=1[NH:14][C:15](=[O:49])/[CH:16]=[CH:17]/[C:18]1[CH:23]=[CH:22][C:21]([CH:24]([N:38](C=O)[CH2:39][CH2:40][N:41]2[CH2:46][CH2:45][O:44][CH2:43][CH2:42]2)[C:25](=[O:37])[NH:26][C:27]2[CH:32]=[CH:31][C:30]([C:33]([F:36])([F:35])[F:34])=[CH:29][CH:28]=2)=[CH:20][CH:19]=1)(C)(C)C.Cl. The product is [NH2:7][C:8]1[CH:13]=[CH:12][CH:11]=[CH:10][C:9]=1[NH:14][C:15](=[O:49])/[CH:16]=[CH:17]/[C:18]1[CH:23]=[CH:22][C:21]([CH:24]([NH:38][CH2:39][CH2:40][N:41]2[CH2:46][CH2:45][O:44][CH2:43][CH2:42]2)[C:25](=[O:37])[NH:26][C:27]2[CH:32]=[CH:31][C:30]([C:33]([F:34])([F:35])[F:36])=[CH:29][CH:28]=2)=[CH:20][CH:19]=1. The yield is 0.240. (2) The reactants are [C:1]1([C:7]([C:25]2[CH:30]=[CH:29][CH:28]=[CH:27][CH:26]=2)=[CH:8][CH2:9][N:10]2[CH2:15][CH2:14][N:13]([C:16]3[CH:21]=[CH:20][C:19]([C:22](=[NH:24])[NH2:23])=[CH:18][CH:17]=3)[CH2:12][CH2:11]2)[CH:6]=[CH:5][CH:4]=[CH:3][CH:2]=1.C(N(C(C)C)CC)(C)C.[Cl:40][C:41]1[CH:46]=[CH:45][C:44]([S:47](Cl)(=[O:49])=[O:48])=[CH:43][C:42]=1[N+:51]([O-:53])=[O:52]. The catalyst is ClCCl. The product is [Cl:40][C:41]1[CH:46]=[CH:45][C:44]([S:47]([NH:24][C:22]([C:19]2[CH:20]=[CH:21][C:16]([N:13]3[CH2:14][CH2:15][N:10]([CH2:9][CH:8]=[C:7]([C:1]4[CH:2]=[CH:3][CH:4]=[CH:5][CH:6]=4)[C:25]4[CH:30]=[CH:29][CH:28]=[CH:27][CH:26]=4)[CH2:11][CH2:12]3)=[CH:17][CH:18]=2)=[NH:23])(=[O:49])=[O:48])=[CH:43][C:42]=1[N+:51]([O-:53])=[O:52]. The yield is 0.600. (3) The catalyst is ClCCl.O. The product is [CH2:1]([O:8][C@H:9]1[CH2:13][N:12]([C:14]([O:16][C:17]([CH3:19])([CH3:20])[CH3:18])=[O:15])[C@H:11]([C:21]([CH2:55][O:64][CH3:61])=[O:23])[CH2:10]1)[C:2]1[CH:7]=[CH:6][CH:5]=[CH:4][CH:3]=1. The yield is 0.980. The reactants are [CH2:1]([O:8][C@H:9]1[CH2:13][N:12]([C:14]([O:16][C:17]([CH3:20])([CH3:19])[CH3:18])=[O:15])[C@H:11]([C:21]([OH:23])=O)[CH2:10]1)[C:2]1[CH:7]=[CH:6][CH:5]=[CH:4][CH:3]=1.Cl.CN(C)O.C(N(C(C)C)CC)(C)C.Cl.CN(C)CCCN=C=NCC.O.ON1C2C=CC=C[C:55]=2N=N1.[C:61](=[O:64])([O-])O.[Na+]. (4) The reactants are [CH3:1][Si:2]([N-:5][Si:6]([CH3:9])([CH3:8])[CH3:7])([CH3:4])[CH3:3].[Li+].Cl[C@@H:12]([B:17]1[O:21][C@@H:20]2[CH2:22][C@@H:23]3[CH2:26][C@H:25]([C@:19]2([CH3:29])[O:18]1)[C:24]3([CH3:28])[CH3:27])[CH2:13][CH:14]([CH3:16])[CH3:15]. The catalyst is O1CCCC1. The product is [CH3:1][Si:2]([CH3:4])([CH3:3])[N:5]([C@H:12]([B:17]1[O:21][C@@H:20]2[CH2:22][C@@H:23]3[CH2:26][C@H:25]([C@:19]2([CH3:29])[O:18]1)[C:24]3([CH3:27])[CH3:28])[CH2:13][CH:14]([CH3:16])[CH3:15])[Si:6]([CH3:9])([CH3:8])[CH3:7]. The yield is 1.00.